From a dataset of Peptide-MHC class II binding affinity with 134,281 pairs from IEDB. Regression. Given a peptide amino acid sequence and an MHC pseudo amino acid sequence, predict their binding affinity value. This is MHC class II binding data. (1) The peptide sequence is VSSKRNLADAVSKAP. The MHC is HLA-DQA10501-DQB10201 with pseudo-sequence HLA-DQA10501-DQB10201. The binding affinity (normalized) is 0.154. (2) The peptide sequence is GEMRLRDDQRKVFRE. The MHC is HLA-DQA10201-DQB10402 with pseudo-sequence HLA-DQA10201-DQB10402. The binding affinity (normalized) is 0. (3) The peptide sequence is APEVKKTVFETALKK. The MHC is HLA-DQA10301-DQB10302 with pseudo-sequence HLA-DQA10301-DQB10302. The binding affinity (normalized) is 0.0619. (4) The peptide sequence is WLDAKSTWYGKPTGAGPKDN. The MHC is HLA-DPA10103-DPB10401 with pseudo-sequence HLA-DPA10103-DPB10401. The binding affinity (normalized) is 0. (5) The peptide sequence is VVSRLLIPVPFDPPA. The MHC is DRB1_0301 with pseudo-sequence DRB1_0301. The binding affinity (normalized) is 0.0307. (6) The peptide sequence is TLWQRPIVTIKIGGQLREAL. The MHC is DRB1_0401 with pseudo-sequence DRB1_0401. The binding affinity (normalized) is 0.222. (7) The peptide sequence is DVCGMFTNRSGSQQWR. The MHC is H-2-IAb with pseudo-sequence H-2-IAb. The binding affinity (normalized) is 0.145. (8) The peptide sequence is FAVVDLNKMRAVWVDGKART. The MHC is HLA-DPA10201-DPB11401 with pseudo-sequence HLA-DPA10201-DPB11401. The binding affinity (normalized) is 0.506.